This data is from NCI-60 drug combinations with 297,098 pairs across 59 cell lines. The task is: Regression. Given two drug SMILES strings and cell line genomic features, predict the synergy score measuring deviation from expected non-interaction effect. (1) Drug 1: CN1C(=O)N2C=NC(=C2N=N1)C(=O)N. Drug 2: C1=NC2=C(N=C(N=C2N1C3C(C(C(O3)CO)O)F)Cl)N. Cell line: DU-145. Synergy scores: CSS=-5.06, Synergy_ZIP=1.88, Synergy_Bliss=1.38, Synergy_Loewe=-9.57, Synergy_HSA=-7.53. (2) Drug 1: C1=CC(=CC=C1CCC2=CNC3=C2C(=O)NC(=N3)N)C(=O)NC(CCC(=O)O)C(=O)O. Drug 2: COC1=NC(=NC2=C1N=CN2C3C(C(C(O3)CO)O)O)N. Cell line: SN12C. Synergy scores: CSS=26.9, Synergy_ZIP=-7.80, Synergy_Bliss=-3.82, Synergy_Loewe=-44.0, Synergy_HSA=-3.71. (3) Drug 1: CC1C(C(CC(O1)OC2CC(OC(C2O)C)OC3=CC4=CC5=C(C(=O)C(C(C5)C(C(=O)C(C(C)O)O)OC)OC6CC(C(C(O6)C)O)OC7CC(C(C(O7)C)O)OC8CC(C(C(O8)C)O)(C)O)C(=C4C(=C3C)O)O)O)O. Drug 2: C1=NC2=C(N1)C(=S)N=CN2. Cell line: SK-OV-3. Synergy scores: CSS=47.1, Synergy_ZIP=-8.61, Synergy_Bliss=0.0176, Synergy_Loewe=-0.107, Synergy_HSA=1.11. (4) Drug 1: CCC1(CC2CC(C3=C(CCN(C2)C1)C4=CC=CC=C4N3)(C5=C(C=C6C(=C5)C78CCN9C7C(C=CC9)(C(C(C8N6C=O)(C(=O)OC)O)OC(=O)C)CC)OC)C(=O)OC)O.OS(=O)(=O)O. Drug 2: C1=NC2=C(N=C(N=C2N1C3C(C(C(O3)CO)O)O)F)N. Cell line: UACC62. Synergy scores: CSS=9.19, Synergy_ZIP=0.595, Synergy_Bliss=0.573, Synergy_Loewe=-36.1, Synergy_HSA=-0.471. (5) Drug 1: CC1=C(C=C(C=C1)NC2=NC=CC(=N2)N(C)C3=CC4=NN(C(=C4C=C3)C)C)S(=O)(=O)N.Cl. Drug 2: N.N.Cl[Pt+2]Cl. Cell line: M14. Synergy scores: CSS=-6.11, Synergy_ZIP=2.85, Synergy_Bliss=0.170, Synergy_Loewe=-3.04, Synergy_HSA=-3.37.